Dataset: Reaction yield outcomes from USPTO patents with 853,638 reactions. Task: Predict the reaction yield, written as a fraction of the theoretical maximum amount of product (1.0 means a 100% yield; for example, 0.34 means a 34% yield). The reactants are C([O:8][C:9](=[O:41])[CH2:10][C@@H:11]([N:24]1[CH:28]=[CH:27][C:26]([C:29]2[CH:34]=[CH:33][C:32]([C:35]3[CH:40]=[CH:39][N:38]=[CH:37][CH:36]=3)=[CH:31][CH:30]=2)=[CH:25]1)[C:12]([NH:14][C@H:15]([C:20](=[O:23])[NH:21][CH3:22])[C:16]([CH3:19])([CH3:18])[CH3:17])=[O:13])C1C=CC=CC=1. The catalyst is CO. The product is [CH3:17][C:16]([CH3:19])([CH3:18])[C@H:15]([NH:14][C:12](=[O:13])[C@H:11]([N:24]1[CH:28]=[CH:27][C:26]([C:29]2[CH:30]=[CH:31][C:32]([C:35]3[CH:40]=[CH:39][N:38]=[CH:37][CH:36]=3)=[CH:33][CH:34]=2)=[CH:25]1)[CH2:10][C:9]([OH:41])=[O:8])[C:20](=[O:23])[NH:21][CH3:22]. The yield is 0.320.